Task: Predict which catalyst facilitates the given reaction.. Dataset: Catalyst prediction with 721,799 reactions and 888 catalyst types from USPTO (1) Reactant: [NH2:1][CH2:2][C:3]1[CH:12]=[CH:11][CH:10]=[C:9]2[C:4]=1[CH:5]=[CH:6][C:7]([NH:13][CH2:14][C:15]1[O:16][C:17]([CH3:20])=[CH:18][CH:19]=1)=[N:8]2.C(N(CC)CC)C.[F:28][C:29]1[CH:37]=[CH:36][C:32]([C:33](Cl)=[O:34])=[CH:31][CH:30]=1. Product: [F:28][C:29]1[CH:37]=[CH:36][C:32]([C:33]([NH:1][CH2:2][C:3]2[CH:12]=[CH:11][CH:10]=[C:9]3[C:4]=2[CH:5]=[CH:6][C:7]([NH:13][CH2:14][C:15]2[O:16][C:17]([CH3:20])=[CH:18][CH:19]=2)=[N:8]3)=[O:34])=[CH:31][CH:30]=1. The catalyst class is: 1. (2) Reactant: [Br:1][C:2]1[CH:3]=[C:4]([CH:6]=[C:7]([N+:9]([O-:11])=[O:10])[CH:8]=1)[NH2:5].Cl[C:13]1[N:18]=[C:17]([C:19]([F:22])([F:21])[F:20])[CH:16]=[CH:15][N:14]=1. Product: [Br:1][C:2]1[CH:3]=[C:4]([NH:5][C:13]2[N:18]=[C:17]([C:19]([F:22])([F:21])[F:20])[CH:16]=[CH:15][N:14]=2)[CH:6]=[C:7]([N+:9]([O-:11])=[O:10])[CH:8]=1. The catalyst class is: 12. (3) Reactant: [Br:1][C:2]1[C:3](=[O:9])[NH:4][N:5]=[C:6]([Cl:8])[CH:7]=1.[C:10](=O)([O-])[O-].[Cs+].[Cs+].IC. Product: [Br:1][C:2]1[C:3](=[O:9])[N:4]([CH3:10])[N:5]=[C:6]([Cl:8])[CH:7]=1. The catalyst class is: 3.